From a dataset of Drug-target binding data from BindingDB using IC50 measurements. Regression. Given a target protein amino acid sequence and a drug SMILES string, predict the binding affinity score between them. We predict pIC50 (pIC50 = -log10(IC50 in M); higher means more potent). Dataset: bindingdb_ic50. The small molecule is Nc1ccc(Br)c2cccnc12. The target protein (O14727) has sequence MDAKARNCLLQHREALEKDIKTSYIMDHMISDGFLTISEEEKVRNEPTQQQRAAMLIKMILKKDNDSYVSFYNALLHEGYKDLAALLHDGIPVVSSSSGKDSVSGITSYVRTVLCEGGVPQRPVVFVTRKKLVNAIQQKLSKLKGEPGWVTIHGMAGCGKSVLAAEAVRDHSLLEGCFPGGVHWVSVGKQDKSGLLMKLQNLCTRLDQDESFSQRLPLNIEEAKDRLRILMLRKHPRSLLILDDVWDSWVLKAFDSQCQILLTTRDKSVTDSVMGPKYVVPVESSLGKEKGLEILSLFVNMKKADLPEQAHSIIKECKGSPLVVSLIGALLRDFPNRWEYYLKQLQNKQFKRIRKSSSYDYEALDEAMSISVEMLREDIKDYYTDLSILQKDVKVPTKVLCILWDMETEEVEDILQEFVNKSLLFCDRNGKSFRYYLHDLQVDFLTEKNCSQLQDLHKKIITQFQRYHQPHTLSPDQEDCMYWYNFLAYHMASAKMHKEL.... The pIC50 is 4.4.